Dataset: Forward reaction prediction with 1.9M reactions from USPTO patents (1976-2016). Task: Predict the product of the given reaction. (1) Given the reactants [CH3:1][O:2][C:3]1[CH:4]=[C:5]2[C:8](=[CH:9][C:10]=1[O:11][CH3:12])[C@H:7]([C:13]([OH:15])=[O:14])[CH2:6]2.[OH-].[K+], predict the reaction product. The product is: [CH3:1][O:2][C:3]1[CH:4]=[C:5]2[C:8](=[CH:9][C:10]=1[O:11][CH3:12])[CH:7]([C:13]([OH:15])=[O:14])[CH2:6]2. (2) The product is: [C:12]([C:10]1[C:9]2[C:4](=[CH:5][CH:6]=[CH:7][CH:8]=2)[C:3](=[O:16])[N:2]([NH:1][C:20](=[O:21])[CH2:19][C:18]([CH3:17])([C:24]2[CH:29]=[CH:28][CH:27]=[CH:26][CH:25]=2)[CH3:23])[N:11]=1)([CH3:13])([CH3:15])[CH3:14]. Given the reactants [NH2:1][N:2]1[N:11]=[C:10]([C:12]([CH3:15])([CH3:14])[CH3:13])[C:9]2[C:4](=[CH:5][CH:6]=[CH:7][CH:8]=2)[C:3]1=[O:16].[CH3:17][C:18]([C:24]1[CH:29]=[CH:28][CH:27]=[CH:26][CH:25]=1)([CH3:23])[CH2:19][C:20](O)=[O:21], predict the reaction product. (3) Given the reactants C[Si](C)(C)Cl.Br[CH2:7][C:8]([O:10][CH3:11])=[O:9].[CH:12](=[O:20])[CH2:13][CH2:14][CH2:15][CH2:16][CH2:17][CH2:18][CH3:19].Cl, predict the reaction product. The product is: [OH:20][CH:12]([CH2:13][CH2:14][CH2:15][CH2:16][CH2:17][CH2:18][CH3:19])[CH2:7][C:8]([O:10][CH3:11])=[O:9]. (4) Given the reactants [C:1]([O:5][C:6](=[O:33])[NH:7][CH:8]([C:28]1[NH:29][CH:30]=[CH:31][N:32]=1)[CH2:9][C:10]1[CH:18]=[C:17]([CH3:19])[C:16]2[C:12](=[CH:13][N:14]([CH2:20][O:21][CH2:22][CH2:23][Si:24]([CH3:27])([CH3:26])[CH3:25])[N:15]=2)[CH:11]=1)([CH3:4])([CH3:3])[CH3:2].Cl[CH2:35][C:36]1[CH:41]=[CH:40][CH:39]=[CH:38][N:37]=1.C(=O)([O-])[O-].[Cs+].[Cs+], predict the reaction product. The product is: [CH3:19][C:17]1[C:16]2[C:12](=[CH:13][N:14]([CH2:20][O:21][CH2:22][CH2:23][Si:24]([CH3:25])([CH3:27])[CH3:26])[N:15]=2)[CH:11]=[C:10]([CH2:9][CH:8]([NH:7][C:6](=[O:33])[O:5][C:1]([CH3:4])([CH3:2])[CH3:3])[C:28]2[N:29]([CH2:35][C:36]3[CH:41]=[CH:40][CH:39]=[CH:38][N:37]=3)[CH:30]=[CH:31][N:32]=2)[CH:18]=1.